From a dataset of Forward reaction prediction with 1.9M reactions from USPTO patents (1976-2016). Predict the product of the given reaction. (1) Given the reactants [Cl:1][CH2:2][CH2:3][O:4][C:5]1[CH:14]=[C:13]2[C:8]([C:9]([CH3:26])=[CH:10][N:11]([C:16]3[CH:17]=[C:18]([CH:22]=[CH:23][C:24]=3[CH3:25])[C:19](O)=[O:20])[C:12]2=[O:15])=[CH:7][CH:6]=1.C(Cl)(=O)C(Cl)=O.[CH3:33][CH2:34][N:35](C(C)C)C(C)C.C(N)C, predict the reaction product. The product is: [Cl:1][CH2:2][CH2:3][O:4][C:5]1[CH:14]=[C:13]2[C:8]([C:9]([CH3:26])=[CH:10][N:11]([C:16]3[CH:17]=[C:18]([CH:22]=[CH:23][C:24]=3[CH3:25])[C:19]([NH:35][CH2:34][CH3:33])=[O:20])[C:12]2=[O:15])=[CH:7][CH:6]=1. (2) The product is: [ClH:45].[NH2:11][CH2:12][C:13](=[O:44])[CH2:14][CH2:15][C:16]([O:18][CH2:19][CH2:20][CH2:21][CH2:22][CH2:23][CH2:24][CH2:25][CH2:26][CH2:27][CH2:28][CH2:29][CH2:30][CH2:31][CH2:32][CH2:33][C:34]([OH:36])=[O:35])=[O:17]. Given the reactants C([NH:11][CH2:12][C:13](=[O:44])[CH2:14][CH2:15][C:16]([O:18][CH2:19][CH2:20][CH2:21][CH2:22][CH2:23][CH2:24][CH2:25][CH2:26][CH2:27][CH2:28][CH2:29][CH2:30][CH2:31][CH2:32][CH2:33][C:34]([O:36]CC1C=CC=CC=1)=[O:35])=[O:17])(OCC1C=CC=CC=1)=O.[ClH:45].[H][H], predict the reaction product. (3) Given the reactants [F:1][C:2]1[C:3]([F:13])=[C:4]([F:12])[C:5]2[S:9][C:8]([NH2:10])=[N:7][C:6]=2[CH:11]=1.[Cl:14][C:15]1[CH:16]=[C:17]([CH:21]=[CH:22][C:23]=1[F:24])[C:18](Cl)=[O:19].Br[CH:26]([CH2:31][CH3:32])[C:27]([O:29]C)=[O:28].COC1C=CC2N=C(N)SC=2C=1.ClC1C=C(C=CC=1)C(Cl)=O.BrCC(OCC)=O, predict the reaction product. The product is: [Cl:14][C:15]1[CH:16]=[C:17]([CH:21]=[CH:22][C:23]=1[F:24])[C:18]([N:10]=[C:8]1[N:7]([CH:26]([CH2:31][CH3:32])[C:27]([OH:29])=[O:28])[C:6]2[CH:11]=[C:2]([F:1])[C:3]([F:13])=[C:4]([F:12])[C:5]=2[S:9]1)=[O:19]. (4) Given the reactants [CH2:1]([N:8]1[CH2:17][CH2:16][C:15]2[C:14](Cl)=[N:13][CH:12]=[N:11][C:10]=2[CH2:9]1)[C:2]1[CH:7]=[CH:6][CH:5]=[CH:4][CH:3]=1.[NH:19]1[CH2:24][CH2:23][O:22][CH2:21][CH2:20]1, predict the reaction product. The product is: [CH2:1]([N:8]1[CH2:17][CH2:16][C:15]2[C:14]([N:19]3[CH2:24][CH2:23][O:22][CH2:21][CH2:20]3)=[N:13][CH:12]=[N:11][C:10]=2[CH2:9]1)[C:2]1[CH:7]=[CH:6][CH:5]=[CH:4][CH:3]=1. (5) Given the reactants [CH:1]1[C:10]2[C:5](=[CH:6][CH:7]=[CH:8][CH:9]=2)[CH:4]=[CH:3][C:2]=1[NH:11][C:12](=[O:53])[C@H:13]([CH2:32][S:33][C:34]([C:47]1[CH:52]=[CH:51][CH:50]=[CH:49][CH:48]=1)([C:41]1[CH:46]=[CH:45][CH:44]=[CH:43][CH:42]=1)[C:35]1[CH:40]=[CH:39][CH:38]=[CH:37][CH:36]=1)[NH:14]C(OCC1C2C(=CC=CC=2)C2C1=CC=CC=2)=O.N1CCCCC1, predict the reaction product. The product is: [CH:1]1[C:10]2[C:5](=[CH:6][CH:7]=[CH:8][CH:9]=2)[CH:4]=[CH:3][C:2]=1[NH:11][C:12](=[O:53])[C@H:13]([CH2:32][S:33][C:34]([C:47]1[CH:52]=[CH:51][CH:50]=[CH:49][CH:48]=1)([C:41]1[CH:42]=[CH:43][CH:44]=[CH:45][CH:46]=1)[C:35]1[CH:40]=[CH:39][CH:38]=[CH:37][CH:36]=1)[NH2:14]. (6) Given the reactants [N+:1]([C:4]1[CH:13]=[CH:12][CH:11]=[C:10]2[C:5]=1[CH:6]=[CH:7][N:8]=[CH:9]2)([O-])=O, predict the reaction product. The product is: [CH:9]1[C:10]2[CH:11]=[CH:12][CH:13]=[C:4]([NH2:1])[C:5]=2[CH:6]=[CH:7][N:8]=1. (7) Given the reactants [NH2:1][C:2]1[CH:7]=[CH:6][CH:5]=[CH:4][CH:3]=1.[CH3:8][C:9]1[C:13]2[CH:14]=[C:15]([O:20][CH3:21])[C:16]([O:18][CH3:19])=[CH:17][C:12]=2[O:11][C:10]=1[C:22](O)=[O:23].C1CCC(N=C=NC2CCCCC2)CC1, predict the reaction product. The product is: [CH3:21][O:20][C:15]1[C:16]([O:18][CH3:19])=[CH:17][C:12]2[O:11][C:10]([C:22]([NH:1][C:2]3[CH:7]=[CH:6][CH:5]=[CH:4][CH:3]=3)=[O:23])=[C:9]([CH3:8])[C:13]=2[CH:14]=1.